From a dataset of Catalyst prediction with 721,799 reactions and 888 catalyst types from USPTO. Predict which catalyst facilitates the given reaction. (1) Reactant: [CH2:1]([N:5]1[C:9]([Cl:10])=[C:8]([Cl:11])[N:7]=[C:6]1[C:12]1[C:17]([CH3:18])=[CH:16][CH:15]=[C:14]([N+:19]([O-])=O)[C:13]=1[CH3:22])[CH2:2][CH2:3][CH3:4].[Sn](Cl)Cl.[OH-].[Na+]. Product: [CH2:1]([N:5]1[C:9]([Cl:10])=[C:8]([Cl:11])[N:7]=[C:6]1[C:12]1[C:13]([CH3:22])=[C:14]([NH2:19])[CH:15]=[CH:16][C:17]=1[CH3:18])[CH2:2][CH2:3][CH3:4]. The catalyst class is: 33. (2) Reactant: [F:1][C:2]1[CH:3]=[CH:4][C:5]([CH2:28][CH2:29][C:30]2[CH:35]=[CH:34][C:33]([O:36][CH2:37][CH2:38][CH2:39][C:40]([F:43])([F:42])[F:41])=[CH:32][C:31]=2[CH3:44])=[C:6]([C:8]2[N:13]=[C:12]([N:14]3[C:18]([C:19]([F:22])([F:21])[F:20])=[C:17]([C:23]([O:25]CC)=[O:24])[CH:16]=[N:15]3)[CH:11]=[CH:10][CH:9]=2)[CH:7]=1.[OH-].[Na+]. Product: [F:1][C:2]1[CH:3]=[CH:4][C:5]([CH2:28][CH2:29][C:30]2[CH:35]=[CH:34][C:33]([O:36][CH2:37][CH2:38][CH2:39][C:40]([F:41])([F:42])[F:43])=[CH:32][C:31]=2[CH3:44])=[C:6]([C:8]2[N:13]=[C:12]([N:14]3[C:18]([C:19]([F:22])([F:20])[F:21])=[C:17]([C:23]([OH:25])=[O:24])[CH:16]=[N:15]3)[CH:11]=[CH:10][CH:9]=2)[CH:7]=1. The catalyst class is: 88. (3) The catalyst class is: 8. Product: [Cl:1][C:2]1[NH:7][C:6]2=[N:8][CH:9]=[CH:10][C:5]2=[C:4]([NH:13][CH3:12])[N:3]=1. Reactant: [Cl:1][C:2]1[NH:7][C:6]2=[N:8][CH:9]=[CH:10][C:5]2=[C:4](Cl)[N:3]=1.[CH3:12][NH2:13]. (4) Reactant: [CH2:1]([C@H:8]([NH:31][C:32](=[O:38])[O:33][C:34](C)([CH3:36])[CH3:35])[C@@H:9]([OH:30])[CH:10]([NH:18][S:19]([C:22]1[CH:27]=[CH:26][C:25]([O:28][CH3:29])=[CH:24][CH:23]=1)(=[O:21])=[O:20])[O:11][CH:12]1[CH2:17][CH2:16][CH2:15][CH2:14][CH2:13]1)[C:2]1[CH:7]=[CH:6][CH:5]=[CH:4][CH:3]=1.[C:39](=O)([O:47]C1C=CC([N+]([O-])=O)=CC=1)[O:40]C1COCOC1.C(N(C(C)C)CC)(C)C.C(#N)C. Product: [CH2:1]([C@H:8]([NH:31][C:32](=[O:38])[O:33][CH:34]1[CH2:35][O:47][CH2:39][O:40][CH2:36]1)[C@@H:9]([OH:30])[CH:10]([NH:18][S:19]([C:22]1[CH:27]=[CH:26][C:25]([O:28][CH3:29])=[CH:24][CH:23]=1)(=[O:20])=[O:21])[O:11][CH:12]1[CH2:13][CH2:14][CH2:15][CH2:16][CH2:17]1)[C:2]1[CH:3]=[CH:4][CH:5]=[CH:6][CH:7]=1. The catalyst class is: 55. (5) Reactant: [Br:1][C:2]1[CH:3]=[CH:4][C:5]2[N:10](CC3C=CC(OC)=CC=3)[C:9](=[O:20])[O:8][C:7]([CH2:25][NH:26][C:27](=[O:35])[C:28]3[CH:33]=[CH:32][C:31]([F:34])=[CH:30][CH:29]=3)([C:21]([F:24])([F:23])[F:22])[C:6]=2[CH:36]=1.[N+]([O-])([O-])=O.[NH4+].[Ce].S(S([O-])=O)([O-])(=O)=O.[Na+].[Na+]. Product: [Br:1][C:2]1[CH:3]=[CH:4][C:5]2[NH:10][C:9](=[O:20])[O:8][C:7]([CH2:25][NH:26][C:27](=[O:35])[C:28]3[CH:33]=[CH:32][C:31]([F:34])=[CH:30][CH:29]=3)([C:21]([F:24])([F:23])[F:22])[C:6]=2[CH:36]=1. The catalyst class is: 115. (6) Reactant: [CH3:1][N:2](C)[C:3]1[CH:8]=[CH:7][CH:6]=[CH:5][CH:4]=1.FC(F)(F)S(O[C:16]1[C:25]2[C:20](=[CH:21][CH:22]=[CH:23][CH:24]=2)[CH:19]=[CH:18][C:17]=1[Si](C)(C)C)(=O)=O.[F-].[K+].C1OCCOCCOCCOCCOCCOC1. Product: [CH3:1][N:2]([C:3]1[CH:8]=[CH:7][CH:6]=[CH:5][CH:4]=1)[C:17]1[CH:18]=[CH:19][C:20]2[C:25](=[CH:24][CH:23]=[CH:22][CH:21]=2)[CH:16]=1. The catalyst class is: 1. (7) Reactant: [O-]CC.[Na+].[CH:5]([C:7]1[CH:12]=[CH:11][C:10]([NH:13][C:14](=[O:19])[O:15][CH2:16][CH:17]=[CH2:18])=[CH:9][CH:8]=1)=O.[CH2:20]([O:22][C:23](=[O:28])[CH2:24][N:25]=[N+:26]=[N-:27])[CH3:21].O1CCCC1. Product: [CH2:16]([O:15][C:14]([NH:13][C:10]1[CH:11]=[CH:12][C:7](/[CH:5]=[C:24](/[N:25]=[N+:26]=[N-:27])\[C:23]([O:22][CH2:20][CH3:21])=[O:28])=[CH:8][CH:9]=1)=[O:19])[CH:17]=[CH2:18]. The catalyst class is: 8.